This data is from Experimentally validated miRNA-target interactions with 360,000+ pairs, plus equal number of negative samples. The task is: Binary Classification. Given a miRNA mature sequence and a target amino acid sequence, predict their likelihood of interaction. (1) The miRNA is hsa-miR-5089-5p with sequence GUGGGAUUUCUGAGUAGCAUC. The protein sequence of the target gene is MRMAATAWAGLQGPPLPTLCPAVRTGLYCRDQAHAERWAMTSETSSGSHCARSRMLRRRAQEEDSTVLIDVSPPEAEKRGSYGSTAHASEPGGQQAAACRAGSPAKPRIADFVLVWEEDLKLDRQQDSAARDRTDMHRTWRETFLDNLRAAGLCVDQQDVQDGNTTVHYALLSASWAVLCYYAEDLRLKLPLQELPNQASNWSAGLLAWLGIPNVLLEVVPDVPPEYYSCRFRVNKLPRFLGSDNQDTFFTSTKRHQILFEILAKTPYGHEKKNLLGIHQLLAEGVLSAAFPLHDGPFKT.... Result: 1 (interaction). (2) The miRNA is hsa-miR-514b-3p with sequence AUUGACACCUCUGUGAGUGGA. The protein sequence of the target gene is MAESWLRLCGAGPGEEAGPEGGMEEPDALDDSLTSLQWLQEFSILNAKAPTLPPGGTDPHGYHQVPGLVAPGSPLAADPACLGQPHTPGKPTSSCTSRSAPPGLQAPPPDDVDYATNPHVKPPYSYATLICMAMQASKATKITLSAIYKWITDNFCYFRHADPTWQNSIRHNLSLNKCFIKVPREKDEPGKGGFWRIDPQYAERLLSGAFKKRRLPPVHIHPAFARQASQEPSAAPWGGPLTVNREAQQLLQEFEEATGEGGWGTGEGRLGHKRKQPLPKRVAKVLRPPSTLLLTQEEQG.... Result: 0 (no interaction). (3) The miRNA is mmu-miR-1912-3p with sequence CACAGAACAUGCAGUGAGAACU. The protein sequence of the target gene is MSPESKKLFNIVILGVAFMFMFTAFQTCGNVAQTVIRSLNSTDFHGSGYTSLAIIYGVFSASNLITPSVVAIVGPQISMFVSGLFYSMYIAVFIQPFPWSFYTASVFIGIAAAVLWTAQGNCLTINSDEHTIGRNSGIFWALLQSSLFFGNLYIYFAWQGKTQISEHDRRTVFIALTVISLVGTVLFFLIRKPDPENVLGEEESCDDQDMEATESAQNNVTKAVDAFKKSLRLCVTREMLLLSVTTAYTGLELTFFSGVYGTCIGAVNKFGTEEKSLIGLSGIFIGIGEILGGSLFGLLS.... Result: 1 (interaction). (4) The miRNA is hsa-miR-4715-3p with sequence GUGCCACCUUAACUGCAGCCAAU. The protein sequence of the target gene is MASWLPETLFETVGQGPPPSKDYYQLLVTRSQVIFRWWKISLRSEYRSTKPGEAKETHEDFLENSHLQGQTALIFGARILDYVINLCKGKFDFLERLSDDLLLTIISYLDLEDIARLCQTSHRFAKLCMSDKLWEQIVQSTCDTITPDVRALAEDTGWRQLFFTNKLQLQRQLRKRKQKYGNLREKQP. Result: 0 (no interaction). (5) The miRNA is hsa-miR-124-3p with sequence UAAGGCACGCGGUGAAUGCCAA. The protein sequence of the target gene is MGVLKVWLGLALALAEFAVLPHHSEGACVYQDSLLADATIWKPDSCQSCRCHGDIVICKPAVCRNPQCAFEKGEVLQIAANQCCPECVLRTPGSCHHEKKIHEHGTEWASSPCSVCSCNHGEVRCTPQPCPPLSCGHQELAFIPEGSCCPVCVGLGKPCSYEGHVFQDGEDWRLSRCAKCLCRNGVAQCFTAQCQPLFCNQDETVVRVPGKCCPQCSARSCSAAGQVYEHGEQWSENACTTCICDRGEVRCHKQACLPLRCGKGQSRARRHGQCCEECVSPAGSCSYDGVVRYQDEMWKG.... Result: 1 (interaction). (6) The miRNA is hsa-miR-619-5p with sequence GCUGGGAUUACAGGCAUGAGCC. The protein sequence of the target gene is MCKDYVYDIDIEQIAKEEQGEALKLQASTSTEVSQQQCSVPGLGEKYPTWETTKPELELLGHNPRRRRIASSFTIGLRGLINLGNTCFMNCIVQALTHTPILRDFFLSDRHRCEMPSPELCLVCEMSSLFRELYSGNPSPHVPYKLLHLVWIHARHLAGYRQQDAHEFLIAALDVLHRHCKGDDVGKVASNPNHCNCIIDQIFTGGLQSDVTCQACHGVSTTIDPCWDISLDLPGSCTSFWPMSPGRESSLNGESHIPGITTLTDCLRRFTRPEHLGSSAKIKCGSCQSYQESTKQLTMK.... Result: 0 (no interaction). (7) The miRNA is mmu-miR-3067-5p with sequence AGUUCUCAGGCCCGCUGUGGUGU. The protein sequence of the target gene is MATLESPGMDDQAGDTETEALQSARWLYCGEPDDRQKAVLVQFSNGKLQNPGDMRFTLYNSTDLVNPRQRSHRIVAAETDRLSYVGNNFGTGALKCNALCRHFVGILNKTSGQMEVYDAELFNMQPLFAGMGTEVIKLGGQHLYLLAFCQPSKNLAEAGDLLLSRHRQGHCIAVLLDDDAIEREPPLENQNKTFRDKLDSCIEAFGSTKQKRSLNSRRMNKVGSESLNLSVAKAAESIIDTKGVNALVSDAMQDDLQDGVLYLPPCYADAAKPEDVYRFEDILSPAEYDALESPSEAFRK.... Result: 0 (no interaction). (8) The miRNA is hsa-miR-6866-5p with sequence UUAGAGGCUGGAAUAGAGAUUCU. The protein sequence of the target gene is MGSKTLPAPVPIHPSLQLTNYSFLQAVNGLPTVPSDHLPNLYGFSALHAVHLHQWTLGYPAMHLPRSSFSKVPGAVSSLMDARFQLPAFPWFPHVIHPKPEITAGGSGAALKTKPRFDFANLALAATQEDPTKLGRGEGPGSPAGGLGALLDVTKLSPEKKPTRGRLPSKTKKEFVCKFCGRHFTKSYNLLIHERTHTDERPYTCDICHKAFRRQDHLRDHRYIHSKEKPFKCQECGKGFCQSRTLAVHKTLHSQVKELKTSKIKC. Result: 0 (no interaction).